From a dataset of Peptide-MHC class II binding affinity with 134,281 pairs from IEDB. Regression. Given a peptide amino acid sequence and an MHC pseudo amino acid sequence, predict their binding affinity value. This is MHC class II binding data. (1) The peptide sequence is EKKYFAACQFEPLAA. The MHC is HLA-DPA10201-DPB10501 with pseudo-sequence HLA-DPA10201-DPB10501. The binding affinity (normalized) is 0.766. (2) The peptide sequence is YSDRGWGNGCGLFGK. The MHC is HLA-DQA10501-DQB10302 with pseudo-sequence HLA-DQA10501-DQB10302. The binding affinity (normalized) is 0.265. (3) The peptide sequence is TVSLPVGADEDDIKA. The MHC is HLA-DPA10301-DPB10402 with pseudo-sequence HLA-DPA10301-DPB10402. The binding affinity (normalized) is 0. (4) The peptide sequence is VVIQDNSDIKVVPRRKAKII. The MHC is DRB3_0202 with pseudo-sequence DRB3_0202. The binding affinity (normalized) is 0.222. (5) The peptide sequence is DDCVVRPIDDRFGLA. The MHC is DRB1_0404 with pseudo-sequence DRB1_0404. The binding affinity (normalized) is 0.594.